This data is from Full USPTO retrosynthesis dataset with 1.9M reactions from patents (1976-2016). The task is: Predict the reactants needed to synthesize the given product. Given the product [CH2:19]1[CH2:20][CH2:16][CH:15]([C:3]2[C:4]([OH:14])=[C:5]([N+:11]([O-:13])=[O:12])[CH:6]=[C:7]([N+:8]([O-:10])=[O:9])[CH:2]=2)[CH2:17][CH2:18]1, predict the reactants needed to synthesize it. The reactants are: C[C:2]1[C:7]([N+:8]([O-:10])=[O:9])=[CH:6][C:5]([N+:11]([O-:13])=[O:12])=[C:4]([OH:14])[C:3]=1[CH:15]([CH3:17])[CH3:16].[CH3:18][C:19]1C(O)=C([N+]([O-])=O)C=C([N+]([O-])=O)[CH:20]=1.F[Si-2](F)(F)(F)(F)F.[Na+].[Na+].CCNS(C(F)(F)C(F)(F)C(F)(F)C(F)(F)C(F)(F)C(F)(F)C(F)(F)C(F)(F)F)(=O)=O.